This data is from Catalyst prediction with 721,799 reactions and 888 catalyst types from USPTO. The task is: Predict which catalyst facilitates the given reaction. (1) Product: [C:15]([C:14]1[CH:17]=[C:10]([N:9]2[CH2:8][CH2:7][O:6][C:5]3[CH:20]=[CH:21][C:2]([O:1][C@H:34]4[CH2:33][CH2:32][N:31]([C:24]([O:26][C:27]([CH3:30])([CH3:29])[CH3:28])=[O:25])[CH2:35]4)=[CH:3][C:4]2=3)[CH:11]=[N:12][C:13]=1[O:18][CH3:19])#[N:16]. Reactant: [OH:1][C:2]1[CH:21]=[CH:20][C:5]2[O:6][CH2:7][CH2:8][N:9]([C:10]3[CH:11]=[N:12][C:13]([O:18][CH3:19])=[C:14]([CH:17]=3)[C:15]#[N:16])[C:4]=2[CH:3]=1.[H-].[Na+].[C:24]([N:31]1[CH2:35][CH2:34][C@@H:33](OS(C)(=O)=O)[CH2:32]1)([O:26][C:27]([CH3:30])([CH3:29])[CH3:28])=[O:25]. The catalyst class is: 3. (2) Reactant: C(OC(=O)[N:7]([S:13]([C:16]1[CH:21]=[C:20]([Cl:22])[C:19]([O:23][C:24]2[CH:25]=[N:26][C:27](Cl)=[CH:28][C:29]=2[C:30]2[CH:31]=[N:32][CH:33]=[N:34][CH:35]=2)=[CH:18][C:17]=1[F:37])(=[O:15])=[O:14])[C:8]1[N:9]=[CH:10][S:11][CH:12]=1)(C)(C)C.[F:39][C:40]1[CH:41]=[C:42](B(O)O)[CH:43]=[CH:44][CH:45]=1.C([O-])([O-])=O.[Na+].[Na+].O. Product: [Cl:22][C:20]1[C:19]([O:23][C:24]2[CH:25]=[N:26][C:27]([C:44]3[CH:43]=[CH:42][CH:41]=[C:40]([F:39])[CH:45]=3)=[CH:28][C:29]=2[C:30]2[CH:31]=[N:32][CH:33]=[N:34][CH:35]=2)=[CH:18][C:17]([F:37])=[C:16]([S:13]([NH:7][C:8]2[N:9]=[CH:10][S:11][CH:12]=2)(=[O:15])=[O:14])[CH:21]=1. The catalyst class is: 427.